This data is from NCI-60 drug combinations with 297,098 pairs across 59 cell lines. The task is: Regression. Given two drug SMILES strings and cell line genomic features, predict the synergy score measuring deviation from expected non-interaction effect. Drug 1: C1=NC2=C(N1)C(=S)N=C(N2)N. Drug 2: C1CCC(C(C1)N)N.C(=O)(C(=O)[O-])[O-].[Pt+4]. Cell line: MCF7. Synergy scores: CSS=34.0, Synergy_ZIP=-8.90, Synergy_Bliss=-8.79, Synergy_Loewe=-5.90, Synergy_HSA=-3.62.